From a dataset of Forward reaction prediction with 1.9M reactions from USPTO patents (1976-2016). Predict the product of the given reaction. (1) Given the reactants [N:1]1[N:10]2[C:4]([CH2:5][O:6][C:7]3[CH:14]=[CH:13][CH:12]=[CH:11][C:8]=3[CH2:9]2)=[CH:3][C:2]=1[CH2:15][OH:16].C[N+]1([O-])CCOCC1, predict the reaction product. The product is: [N:1]1[N:10]2[C:4]([CH2:5][O:6][C:7]3[CH:14]=[CH:13][CH:12]=[CH:11][C:8]=3[CH2:9]2)=[CH:3][C:2]=1[CH:15]=[O:16]. (2) Given the reactants [F:1][C:2]1[CH:3]=[C:4]([CH2:9][CH2:10][C:11](O)=O)[CH:5]=[CH:6][C:7]=1[F:8].[N:14]1[C:18]2[CH:19]=[CH:20][C:21]([C:23]([NH:25][NH2:26])=O)=[CH:22][C:17]=2[NH:16][CH:15]=1.COC1C=CC(P2(SP(C3C=CC(OC)=CC=3)(=S)S2)=[S:36])=CC=1.O=P(Cl)(Cl)Cl, predict the reaction product. The product is: [F:1][C:2]1[CH:3]=[C:4]([CH:5]=[CH:6][C:7]=1[F:8])[CH2:9][CH2:10][C:11]1[S:36][C:23]([C:21]2[CH:20]=[CH:19][C:18]3[NH:14][CH:15]=[N:16][C:17]=3[CH:22]=2)=[N:25][N:26]=1. (3) Given the reactants [Cl:1][C:2]1[CH:18]=[CH:17][C:5]([CH2:6][NH:7][C:8]([C:10]2([C:13]([F:16])([F:15])[F:14])[CH2:12][CH2:11]2)=[O:9])=[CH:4][C:3]=1[NH:19][C:20]([NH:22][C:23]1[CH:28]=[C:27]([N:29]2[CH2:33][CH2:32][CH2:31][C@H:30]2[CH2:34][O:35][CH3:36])[C:26]([Cl:37])=[CH:25][C:24]=1[N+:38]([O-])=O)=[S:21].[NH4+].[Cl-], predict the reaction product. The product is: [NH2:38][C:24]1[CH:25]=[C:26]([Cl:37])[C:27]([N:29]2[CH2:33][CH2:32][CH2:31][C@H:30]2[CH2:34][O:35][CH3:36])=[CH:28][C:23]=1[NH:22][C:20](=[S:21])[NH:19][C:3]1[CH:4]=[C:5]([CH:17]=[CH:18][C:2]=1[Cl:1])[CH2:6][NH:7][C:8]([C:10]1([C:13]([F:16])([F:15])[F:14])[CH2:11][CH2:12]1)=[O:9]. (4) Given the reactants [OH:1][C:2]1[CH:38]=[CH:37][C:5]([C:6]([N:8]([CH:34]([CH3:36])[CH3:35])[C:9]2[CH:14]=[C:13]([O:15][CH3:16])[CH:12]=[CH:11][C:10]=2[CH:17]2[CH2:26][CH2:25][C:24]3[CH:23]=[C:22]([O:27]C(=O)C(C)(C)C)[CH:21]=[CH:20][C:19]=3[CH2:18]2)=O)=[CH:4][CH:3]=1.Cl[CH2:40][C:41]([N:43]1[CH2:47][CH2:46][CH2:45][CH2:44]1)=O, predict the reaction product. The product is: [CH:34]([N:8]([CH2:6][C:5]1[CH:37]=[CH:38][C:2]([O:1][CH2:40][CH2:41][N:43]2[CH2:47][CH2:46][CH2:45][CH2:44]2)=[CH:3][CH:4]=1)[C:9]1[CH:14]=[C:13]([O:15][CH3:16])[CH:12]=[CH:11][C:10]=1[CH:17]1[CH2:18][CH2:19][C:24]2[CH:23]=[C:22]([OH:27])[CH:21]=[CH:20][C:25]=2[CH2:26]1)([CH3:36])[CH3:35]. (5) Given the reactants C(O[BH-](OC(=O)C)OC(=O)C)(=O)C.[Na+].[Cl:15][C:16]1[CH:17]=[C:18]2[C:22](=[CH:23][CH:24]=1)[N:21]([CH3:25])[C:20]([C:26]1[CH:31]=[CH:30][C:29]([Cl:32])=[CH:28][CH:27]=1)=[C:19]2[CH2:33][CH2:34][CH:35]=O.[C:37]1([CH2:43][C:44]2([OH:50])[CH2:49][CH2:48][NH:47][CH2:46][CH2:45]2)[CH:42]=[CH:41][CH:40]=[CH:39][CH:38]=1.C(O)(=O)C.C(=O)([O-])O.[Na+], predict the reaction product. The product is: [ClH:15].[Cl:15][C:16]1[CH:17]=[C:18]2[C:22](=[CH:23][CH:24]=1)[N:21]([CH3:25])[C:20]([C:26]1[CH:31]=[CH:30][C:29]([Cl:32])=[CH:28][CH:27]=1)=[C:19]2[CH2:33][CH2:34][CH2:35][N:47]1[CH2:48][CH2:49][C:44]([CH2:43][C:37]2[CH:38]=[CH:39][CH:40]=[CH:41][CH:42]=2)([OH:50])[CH2:45][CH2:46]1. (6) Given the reactants [I:1]N1C(C)(C)C(=O)N(C)C1=O.[CH3:12][O:13][C:14]1[CH:24]=[CH:23][C:17]([CH:18]=[CH:19]C(O)=O)=[CH:16][CH:15]=1, predict the reaction product. The product is: [I:1]/[CH:19]=[CH:18]/[C:17]1[CH:23]=[CH:24][C:14]([O:13][CH3:12])=[CH:15][CH:16]=1. (7) The product is: [C:1]([NH:6][C@H:7]([C:27]([OH:29])=[O:28])[CH2:8][C:9]1[CH:14]=[CH:13][C:12]([O:15][CH2:16][CH2:17][C:18]2[CH:23]=[CH:22][C:21]([CH2:24][O:25][CH3:26])=[CH:20][CH:19]=2)=[CH:11][CH:10]=1)(=[O:5])[CH:2]([CH3:3])[CH3:4]. Given the reactants [C:1]([NH:6][C@H:7]([C:27]([O:29]C)=[O:28])[CH2:8][C:9]1[CH:14]=[CH:13][C:12]([O:15][CH2:16][CH2:17][C:18]2[CH:23]=[CH:22][C:21]([CH2:24][O:25][CH3:26])=[CH:20][CH:19]=2)=[CH:11][CH:10]=1)(=[O:5])[CH:2]([CH3:4])[CH3:3].O.[OH-].[Li+], predict the reaction product.